This data is from Full USPTO retrosynthesis dataset with 1.9M reactions from patents (1976-2016). The task is: Predict the reactants needed to synthesize the given product. (1) Given the product [O:1]=[C:2]1[CH2:11][CH2:10][CH:9]2[CH:4]([CH2:5][CH:6]([C:16]([O:18][CH2:19][CH3:20])=[O:17])[N:7]([C:12]([O:14][CH3:15])=[O:13])[CH2:8]2)[CH2:3]1, predict the reactants needed to synthesize it. The reactants are: [O:1]=[C:2]1[CH2:11][CH2:10][CH:9]2[CH:4]([CH2:5][CH:6]([C:16]([OH:18])=[O:17])[N:7]([C:12]([O:14][CH3:15])=[O:13])[CH2:8]2)[CH2:3]1.[CH2:19](N(CC)CC)[CH3:20].BrCC. (2) Given the product [Cl:13][C:10]1[CH:11]=[CH:12][C:7]([B:27]2[O:31][C:30]([CH3:33])([CH3:32])[C:29]([CH3:35])([CH3:34])[O:28]2)=[CH:8][C:9]=1[NH:14][C@@H:15]([C:17]1[CH:22]=[CH:21][C:20]([Cl:23])=[CH:19][C:18]=1[Cl:24])[CH3:16], predict the reactants needed to synthesize it. The reactants are: FC(F)(F)S(O[C:7]1[CH:12]=[CH:11][C:10]([Cl:13])=[C:9]([NH:14][C@@H:15]([C:17]2[CH:22]=[CH:21][C:20]([Cl:23])=[CH:19][C:18]=2[Cl:24])[CH3:16])[CH:8]=1)(=O)=O.[B:27]1([B:27]2[O:31][C:30]([CH3:33])([CH3:32])[C:29]([CH3:35])([CH3:34])[O:28]2)[O:31][C:30]([CH3:33])([CH3:32])[C:29]([CH3:35])([CH3:34])[O:28]1.C([O-])(=O)C.[K+]. (3) The reactants are: O.[C:2]([O:7][CH2:8][CH2:9][N:10]([CH3:12])[CH3:11])(=[O:6])[C:3]([CH3:5])=[CH2:4].[C:13]([O:17][CH2:18][CH3:19])(=[O:16])[CH:14]=C.S(OOS([O-])(=O)=O)([O-])(=O)=O.[Na+].[Na+]. Given the product [CH3:5][C:3]([C:2]([O:7][CH2:8][CH2:9][N:10]([CH3:12])[CH3:11])=[O:6])=[CH2:4].[CH3:14][C:13](=[O:16])[O:17][CH2:18][CH3:19], predict the reactants needed to synthesize it.